From a dataset of Full USPTO retrosynthesis dataset with 1.9M reactions from patents (1976-2016). Predict the reactants needed to synthesize the given product. Given the product [CH3:11][O:12][C:13](=[O:27])[C:14]([C:15]1[CH:16]=[CH:17][N:35]2[CH:36]=[CH:37][N:38]=[C:34]2[N:33]=1)([CH3:25])[CH3:26], predict the reactants needed to synthesize it. The reactants are: CC(C)(C(C)=O)C(OC)=O.[CH3:11][O:12][C:13](=[O:27])[C:14]([CH3:26])([CH3:25])[C:15](=O)[CH2:16][CH:17](OCC)OCC.S(O)(O)(=O)=O.[NH2:33][C:34]1[NH:35][CH:36]=[CH:37][N:38]=1.[NH2:33][C:34]1[NH:35][CH:36]=[CH:37][N:38]=1.